This data is from Reaction yield outcomes from USPTO patents with 853,638 reactions. The task is: Predict the reaction yield, written as a fraction of the theoretical maximum amount of product (1.0 means a 100% yield; for example, 0.34 means a 34% yield). (1) The reactants are [BH4-].[Na+].[CH:3]1([CH2:6][O:7][C:8]2[CH:9]=[C:10]([CH:13]=[CH:14][CH:15]=2)[CH:11]=[O:12])[CH2:5][CH2:4]1. The catalyst is CO. The product is [OH:12][CH2:11][C:10]1[CH:13]=[CH:14][CH:15]=[C:8]([O:7][CH2:6][CH:3]2[CH2:5][CH2:4]2)[CH:9]=1. The yield is 0.890. (2) The reactants are [CH3:1][NH:2][C@@H:3]1[C:8]2[CH:9]=[CH:10][CH:11]=[CH:12][C:7]=2[C@H:6]([C:13]2[CH:14]=[CH:15][C:16]([Cl:20])=[C:17]([Cl:19])[CH:18]=2)[CH2:5][CH2:4]1.[ClH:21].CC(N(C)C)=O. The catalyst is C(#N)C. The product is [CH3:1][NH:2][C@@H:3]1[C:8]2[CH:9]=[CH:10][CH:11]=[CH:12][C:7]=2[C@H:6]([C:13]2[CH:14]=[CH:15][C:16]([Cl:20])=[C:17]([Cl:19])[CH:18]=2)[CH2:5][CH2:4]1.[ClH:21]. The yield is 0.940.